This data is from Catalyst prediction with 721,799 reactions and 888 catalyst types from USPTO. The task is: Predict which catalyst facilitates the given reaction. The catalyst class is: 12. Product: [C:1]([C:3]1[CH:8]=[CH:7][C:6]([N:9]2[C:13](=[O:14])[C:12]([CH3:16])([CH3:15])[N:11]([C:17]3[CH:18]=[CH:19][C:20]([O:21][CH2:22][CH2:23][CH2:24][CH2:25][CH2:26][O:27][CH2:28][CH2:29][CH2:30][O:31][CH2:32][C:33]([OH:35])=[O:34])=[CH:40][CH:41]=3)[C:10]2=[S:42])=[CH:5][C:4]=1[C:43]([F:44])([F:46])[F:45])#[N:2]. Reactant: [C:1]([C:3]1[CH:8]=[CH:7][C:6]([N:9]2[C:13](=[O:14])[C:12]([CH3:16])([CH3:15])[N:11]([C:17]3[CH:41]=[CH:40][C:20]([O:21][CH2:22][CH2:23][CH2:24][CH2:25][CH2:26][O:27][CH2:28][CH2:29][CH2:30][O:31][CH2:32][C:33]([O:35]C(C)(C)C)=[O:34])=[CH:19][CH:18]=3)[C:10]2=[S:42])=[CH:5][C:4]=1[C:43]([F:46])([F:45])[F:44])#[N:2].Cl.